The task is: Predict which catalyst facilitates the given reaction.. This data is from Catalyst prediction with 721,799 reactions and 888 catalyst types from USPTO. (1) Reactant: [Cl:1][C:2]1[N:3]=[C:4]([N:18]2[CH2:23][CH2:22][O:21][CH2:20][CH2:19]2)[C:5]2[S:10][C:9]([C:11](O)([CH3:13])[CH3:12])=[C:8]([CH2:15][CH2:16][OH:17])[C:6]=2[N:7]=1.C1(C)C=CC=CC=1.FC(F)(F)C(O)=O. Product: [Cl:1][C:2]1[N:3]=[C:4]([N:18]2[CH2:19][CH2:20][O:21][CH2:22][CH2:23]2)[C:5]2[S:10][C:9]3[C:11]([CH3:12])([CH3:13])[O:17][CH2:16][CH2:15][C:8]=3[C:6]=2[N:7]=1. The catalyst class is: 6. (2) Reactant: [Cl:1][C:2]1[C:11]([CH:12]([C:14]2[C:19]([O:20][CH3:21])=[CH:18][CH:17]=[CH:16][C:15]=2[O:22][CH3:23])[OH:13])=[CH:10][C:9]2[C:4](=[CH:5][CH:6]=[CH:7][CH:8]=2)[N:3]=1.C(N(CC)CC)C.O. Product: [Cl:1][C:2]1[C:11]([C:12]([C:14]2[C:15]([O:22][CH3:23])=[CH:16][CH:17]=[CH:18][C:19]=2[O:20][CH3:21])=[O:13])=[CH:10][C:9]2[C:4](=[CH:5][CH:6]=[CH:7][CH:8]=2)[N:3]=1. The catalyst class is: 16.